From a dataset of Full USPTO retrosynthesis dataset with 1.9M reactions from patents (1976-2016). Predict the reactants needed to synthesize the given product. (1) Given the product [Cl:1][C:2]1[CH:3]=[CH:4][C:5]([C:8]2[N:12]=[C:11]([C:13]([CH3:17])([CH3:16])[CH2:14][NH:15][C:28](=[O:29])[C:27]3[CH:31]=[CH:32][CH:33]=[C:25]([C:22]4[N:21]=[C:20]([C:19]([F:35])([F:34])[F:18])[O:24][N:23]=4)[CH:26]=3)[NH:10][N:9]=2)=[CH:6][CH:7]=1, predict the reactants needed to synthesize it. The reactants are: [Cl:1][C:2]1[CH:7]=[CH:6][C:5]([C:8]2[N:12]=[C:11]([C:13]([CH3:17])([CH3:16])[CH2:14][NH2:15])[NH:10][N:9]=2)=[CH:4][CH:3]=1.[F:18][C:19]([F:35])([F:34])[C:20]1[O:24][N:23]=[C:22]([C:25]2[CH:26]=[C:27]([CH:31]=[CH:32][CH:33]=2)[C:28](O)=[O:29])[N:21]=1. (2) Given the product [F:3][C:4]([F:22])([F:21])[C:5]1[CH:10]=[CH:9][CH:8]=[CH:7][C:6]=1[NH:11][C:12]1[CH:13]=[CH:14][C:15](/[C:18](=[N:1]\[OH:2])/[CH3:19])=[N:16][CH:17]=1, predict the reactants needed to synthesize it. The reactants are: [NH2:1][OH:2].[F:3][C:4]([F:22])([F:21])[C:5]1[CH:10]=[CH:9][CH:8]=[CH:7][C:6]=1[NH:11][C:12]1[CH:13]=[CH:14][C:15]([C:18](=O)[CH3:19])=[N:16][CH:17]=1. (3) Given the product [Br:1][C:2]1[CH:3]=[C:4]([N:8]2[C:12]3=[N:13][CH:14]=[C:15]([C:17]4[CH:21]=[CH:20][N:19]([CH3:22])[N:18]=4)[CH:16]=[C:11]3[C:10]([C:23]([NH2:27])=[O:24])=[N:9]2)[CH:5]=[CH:6][CH:7]=1, predict the reactants needed to synthesize it. The reactants are: [Br:1][C:2]1[CH:3]=[C:4]([N:8]2[C:12]3=[N:13][CH:14]=[C:15]([C:17]4[CH:21]=[CH:20][N:19]([CH3:22])[N:18]=4)[CH:16]=[C:11]3[C:10]([C:23](O)=[O:24])=[N:9]2)[CH:5]=[CH:6][CH:7]=1.[Cl-].[NH4+:27]. (4) Given the product [CH2:20]([C:19]([C:16]1[CH:15]=[CH:14][C:13]([C:11]2[CH:12]=[C:7]([CH2:6][C:5]([OH:39])=[O:4])[CH:8]=[N:9][CH:10]=2)=[CH:18][CH:17]=1)([C:22]1[CH:27]=[CH:26][C:25](/[CH:28]=[CH:29]/[C:30]([CH2:31][CH3:32])([OH:33])[CH2:34][CH3:35])=[C:24]([CH3:36])[CH:23]=1)[CH2:37][CH3:38])[CH3:21], predict the reactants needed to synthesize it. The reactants are: [OH-].[Na+].C[O:4][C:5](=[O:39])[CH2:6][C:7]1[CH:8]=[N:9][CH:10]=[C:11]([C:13]2[CH:18]=[CH:17][C:16]([C:19]([CH2:37][CH3:38])([C:22]3[CH:27]=[CH:26][C:25](/[CH:28]=[CH:29]/[C:30]([CH2:34][CH3:35])([OH:33])[CH2:31][CH3:32])=[C:24]([CH3:36])[CH:23]=3)[CH2:20][CH3:21])=[CH:15][CH:14]=2)[CH:12]=1.[Cl-].[NH4+].